This data is from Experimentally validated miRNA-target interactions with 360,000+ pairs, plus equal number of negative samples. The task is: Binary Classification. Given a miRNA mature sequence and a target amino acid sequence, predict their likelihood of interaction. (1) The miRNA is mmu-miR-1193-5p with sequence UGGUAGACCGGUGACGUACA. The protein sequence of the target gene is MKALIAALLLITLQYSCAVSPTDCSAVEPEAEKALDLINKRRRDGYLFQLLRIADAHLDRVENTTVYYLVLDVQESDCSVLSRKYWNDCEPPDSRRPSEIVIGQCKVIATRHSHESQDLRVIDFNCTTSSVSSALANTKDSPVLIDFFEDTERYRKQANKALEKYKEENDDFASFRVDRIERVARVRGGEGTGYFVDFSVRNCPRHHFPRHPNVFGFCRADLFYDVEALDLESPKNLVINCEVFDPQEHENINGVPPHLGHPFHWGGHERSSTTKPPFKPHGSRDHHHPHKPHEHGPPPP.... Result: 0 (no interaction). (2) The miRNA is mmu-miR-7052-3p with sequence GCUCUGCCCCCUCCUUCCCAG. The protein sequence of the target gene is MEDGVAGPQLGAAAEAAEAAEARARPGVTLRPFAPLSGAAEADEGGGDWSFIDCEMEEVDLQDLPSATIACHLDPRVFVDGLCRAKFESLFRTYDKDITFQYFKSFKRVRINFSNPFSAADARLQLHKTEFLGKEMKLYFAQTLHIGSSHLAPPNPDKQFLISPPASPPVGWKQVEDATPVINYDLLYAISKLGPGEKYELHAATDTTPSVVVHVCESDQEKEEEEEMERMRRPKPKIIQTRRPEYTPIHLS. Result: 0 (no interaction). (3) The miRNA is hsa-miR-6884-3p with sequence CCCAUCACCUUUCCGUCUCCCCU. The protein sequence of the target gene is MAAARPEAQSRSSPTPESRSQEPLDLVLVPDDCRPGTPPSDLIEIQVVKVTDTTLVPEPPEPGSFHCALCPAAFRLVSELLFHEHGHLAGAEGGGQGGDPSRCHVCGHSCPGPASLRAHYSLHTGERPYRCALCPRAFKALAPLLRHQHRHGVEPGTSRRPPDTAAVAEQRPGVAPERAEVVMAAAAAGAAVGKPFACRFCAKPFRRSSDMRDHERVHTGERPYHCGICGKGFTQSSVLSGHARIHTGERPFRCTLCDRTFNNSSNFRKHQRTHFHGPGPGLGDSGGQLGSSAAEGSGSG.... Result: 1 (interaction).